Dataset: Catalyst prediction with 721,799 reactions and 888 catalyst types from USPTO. Task: Predict which catalyst facilitates the given reaction. (1) Reactant: C[O:2][C:3](=[O:33])[CH2:4][C:5]1[CH:14]=[C:13]([CH:15]2[CH2:20][CH2:19][N:18]([S:21]([C:24]3[CH:29]=[C:28]([Cl:30])[CH:27]=[C:26]([Cl:31])[CH:25]=3)(=[O:23])=[O:22])[CH2:17][CH2:16]2)[C:12]2[C:7](=[CH:8][CH:9]=[C:10]([F:32])[CH:11]=2)[CH:6]=1.O.[OH-].[Li+]. Product: [Cl:31][C:26]1[CH:25]=[C:24]([S:21]([N:18]2[CH2:19][CH2:20][CH:15]([C:13]3[C:12]4[C:7](=[CH:8][CH:9]=[C:10]([F:32])[CH:11]=4)[CH:6]=[C:5]([CH2:4][C:3]([OH:33])=[O:2])[CH:14]=3)[CH2:16][CH2:17]2)(=[O:23])=[O:22])[CH:29]=[C:28]([Cl:30])[CH:27]=1. The catalyst class is: 20. (2) Reactant: [F:1][C:2]1[CH:3]=[C:4]([NH:9][C:10]2[N:18]=[CH:17][C:16]([F:19])=[CH:15][C:11]=2[C:12]([OH:14])=O)[CH:5]=[CH:6][C:7]=1[F:8].Cl.CN(C)CCCN=C=NCC.ON1C2N=CC=CC=2N=N1.C(N(CC)C(C)C)(C)C.[NH2:51][C@@H:52]1[CH2:57][CH2:56][C@H:55]([NH:58][C:59](=[O:65])[O:60][C:61]([CH3:64])([CH3:63])[CH3:62])[CH2:54][CH2:53]1. Product: [F:1][C:2]1[CH:3]=[C:4]([NH:9][C:10]2[C:11]([C:12]([NH:51][C@@H:52]3[CH2:57][CH2:56][C@H:55]([NH:58][C:59](=[O:65])[O:60][C:61]([CH3:63])([CH3:62])[CH3:64])[CH2:54][CH2:53]3)=[O:14])=[CH:15][C:16]([F:19])=[CH:17][N:18]=2)[CH:5]=[CH:6][C:7]=1[F:8]. The catalyst class is: 124. (3) Reactant: [CH2:1]([C:3]1[N:4]=[C:5]([CH:15]2[CH2:20][CH2:19][N:18](C(OC(C)(C)C)=O)[CH2:17][CH2:16]2)[N:6]([CH2:8][CH2:9][N:10]2[CH2:14][CH2:13][CH2:12][CH2:11]2)[CH:7]=1)[CH3:2].P(=O)(O)(O)O.Cl.[OH-].[Na+]. Product: [CH2:1]([C:3]1[N:4]=[C:5]([CH:15]2[CH2:16][CH2:17][NH:18][CH2:19][CH2:20]2)[N:6]([CH2:8][CH2:9][N:10]2[CH2:14][CH2:13][CH2:12][CH2:11]2)[CH:7]=1)[CH3:2]. The catalyst class is: 46. (4) Reactant: [F:1][C:2]1[CH:7]=[CH:6][C:5]([C:8]([C:10]2([CH3:16])[CH2:15][CH2:14][NH:13][CH2:12][CH2:11]2)=[O:9])=[CH:4][CH:3]=1.[F:17][C:18]([F:23])([F:22])[C:19]([OH:21])=[O:20]. Product: [F:17][C:18]([F:23])([F:22])[C:19]([OH:21])=[O:20].[F:1][C:2]1[CH:7]=[CH:6][C:5]([C:8]([C:10]2([CH3:16])[CH2:15][CH2:14][NH:13][CH2:12][CH2:11]2)=[O:9])=[CH:4][CH:3]=1. The catalyst class is: 4. (5) Reactant: CCN=C=NCCCN(C)C.Cl.C1C=CC2N(O)N=NC=2C=1.Cl.[CH2:24]([O:31][C:32]1[CH:33]=[C:34]2[C:38](=[CH:39][CH:40]=1)[NH:37][CH2:36][CH2:35]2)[C:25]1[CH:30]=[CH:29][CH:28]=[CH:27][CH:26]=1.[C:41]([O:45][C:46]([N:48]([CH2:58][C:59](O)=[O:60])[CH2:49][CH2:50][C:51]([O:53][C:54]([CH3:57])([CH3:56])[CH3:55])=[O:52])=[O:47])([CH3:44])([CH3:43])[CH3:42]. Product: [C:54]([O:53][C:51](=[O:52])[CH2:50][CH2:49][N:48]([CH2:58][C:59]([N:37]1[C:38]2[C:34](=[CH:33][C:32]([O:31][CH2:24][C:25]3[CH:26]=[CH:27][CH:28]=[CH:29][CH:30]=3)=[CH:40][CH:39]=2)[CH2:35][CH2:36]1)=[O:60])[C:46]([O:45][C:41]([CH3:43])([CH3:42])[CH3:44])=[O:47])([CH3:55])([CH3:57])[CH3:56]. The catalyst class is: 3.